Dataset: Peptide-MHC class I binding affinity with 185,985 pairs from IEDB/IMGT. Task: Regression. Given a peptide amino acid sequence and an MHC pseudo amino acid sequence, predict their binding affinity value. This is MHC class I binding data. (1) The peptide sequence is ILMDTICGT. The MHC is HLA-B08:01 with pseudo-sequence HLA-B08:01. The binding affinity (normalized) is 0.0847. (2) The peptide sequence is SYFVVKRHTM. The MHC is HLA-A24:02 with pseudo-sequence HLA-A24:02. The binding affinity (normalized) is 0.356. (3) The peptide sequence is NAASFAINY. The MHC is HLA-B35:01 with pseudo-sequence HLA-B35:01. The binding affinity (normalized) is 0.898. (4) The MHC is H-2-Db with pseudo-sequence H-2-Db. The peptide sequence is GYNFSLGAA. The binding affinity (normalized) is 0. (5) The peptide sequence is ITLILSNKLL. The MHC is HLA-A02:03 with pseudo-sequence HLA-A02:03. The binding affinity (normalized) is 0.219. (6) The peptide sequence is DEWSVATFYL. The MHC is HLA-B18:01 with pseudo-sequence HLA-B18:01. The binding affinity (normalized) is 0.598. (7) The binding affinity (normalized) is 0.133. The peptide sequence is EEEYFMCFKY. The MHC is HLA-B40:02 with pseudo-sequence HLA-B40:02. (8) The peptide sequence is NTQGYFPDWQ. The binding affinity (normalized) is 0. The MHC is HLA-A32:01 with pseudo-sequence HLA-A32:01. (9) The peptide sequence is SSLSFLSL. The MHC is H-2-Db with pseudo-sequence H-2-Db. The binding affinity (normalized) is 0.227. (10) The peptide sequence is KSNEKNMDF. The binding affinity (normalized) is 0.0847. The MHC is HLA-A02:01 with pseudo-sequence HLA-A02:01.